Task: Predict which catalyst facilitates the given reaction.. Dataset: Catalyst prediction with 721,799 reactions and 888 catalyst types from USPTO (1) Product: [O:16]=[C:15]1[N:14]([NH:13][C:11]([C:6]2[NH:7][C:8]3[C:4]([CH:5]=2)=[CH:3][C:2]([Cl:1])=[CH:10][CH:9]=3)=[O:12])[CH2:26][CH2:25][N:17]1[C:18]1[CH:23]=[CH:22][CH:21]=[CH:20][CH:19]=1. The catalyst class is: 3. Reactant: [Cl:1][C:2]1[CH:3]=[C:4]2[C:8](=[CH:9][CH:10]=1)[NH:7][C:6]([C:11]([NH:13][NH:14][C:15]([NH:17][C:18]1[CH:23]=[CH:22][CH:21]=[CH:20][CH:19]=1)=[O:16])=[O:12])=[CH:5]2.Br[CH2:25][CH2:26]Br.C(=O)([O-])[O-].[K+].[K+].C(O)(=O)CC(CC(O)=O)(C(O)=O)O. (2) Reactant: [NH:1]1[CH2:5][CH:4]=[CH:3][CH2:2]1.[C:6](O[C:6]([O:8][C:9]([CH3:12])([CH3:11])[CH3:10])=[O:7])([O:8][C:9]([CH3:12])([CH3:11])[CH3:10])=[O:7].CCCCCC.C(OCC)(=O)C. Product: [N:1]1([C:6]([O:8][C:9]([CH3:12])([CH3:11])[CH3:10])=[O:7])[CH2:5][CH:4]=[CH:3][CH2:2]1. The catalyst class is: 2. (3) Reactant: C([O:8][C:9](=[O:24])[CH2:10][N:11]1[C@H:15]([CH3:16])[C@H:14]([C:17]2[CH:22]=[CH:21][CH:20]=[CH:19][CH:18]=2)[O:13][C:12]1=[O:23])C1C=CC=CC=1. Product: [CH3:16][C@@H:15]1[C@H:14]([C:17]2[CH:22]=[CH:21][CH:20]=[CH:19][CH:18]=2)[O:13][C:12](=[O:23])[N:11]1[CH2:10][C:9]([OH:24])=[O:8]. The catalyst class is: 78. (4) Reactant: [N:1]1([CH2:6][CH2:7][C:8]2[C:16]3[C:11](=[CH:12][CH:13]=[C:14]([NH2:17])[CH:15]=3)[NH:10][CH:9]=2)[CH2:5][CH2:4][CH2:3][CH2:2]1.I.[S:19]1[CH:23]=[CH:22][CH:21]=[C:20]1[C:24](SC)=[NH:25].C([O-])(O)=O.[Na+]. Product: [N:1]1([CH2:6][CH2:7][C:8]2[C:16]3[C:11](=[CH:12][CH:13]=[C:14]([NH:17][C:24]([C:20]4[S:19][CH:23]=[CH:22][CH:21]=4)=[NH:25])[CH:15]=3)[NH:10][CH:9]=2)[CH2:5][CH2:4][CH2:3][CH2:2]1. The catalyst class is: 8. (5) Reactant: Cl[C:2]1[C:7]([O:8][CH3:9])=[CH:6][C:5]([OH:10])=[C:4]([N+:11]([O-])=O)[CH:3]=1. Product: [NH2:11][C:4]1[CH:3]=[CH:2][C:7]([O:8][CH3:9])=[CH:6][C:5]=1[OH:10]. The catalyst class is: 78. (6) The catalyst class is: 26. Reactant: Br[N:2]1[C:6](=[O:7])[CH2:5][CH2:4][C:3]1=[O:8].[C:9]1([S:15][S:15][C:9]2[CH:14]=[CH:13][CH:12]=[CH:11][CH:10]=2)[CH:14]=[CH:13][CH:12]=[CH:11][CH:10]=1.CCCCCC. Product: [C:9]1([S:15][N:2]2[C:6](=[O:7])[CH2:5][CH2:4][C:3]2=[O:8])[CH:14]=[CH:13][CH:12]=[CH:11][CH:10]=1. (7) Reactant: [CH3:1][O:2][CH2:3][CH2:4][O:5][C:6]1[CH:7]=[C:8]([CH2:17][C:18]#[N:19])[CH:9]=[CH:10][C:11]=1[O:12][CH2:13][CH2:14][O:15][CH3:16].[H-].[Na+].[C:22](OCC)(=[O:24])[CH3:23]. Product: [CH3:1][O:2][CH2:3][CH2:4][O:5][C:6]1[CH:7]=[C:8]([CH:17]([C:22](=[O:24])[CH3:23])[C:18]#[N:19])[CH:9]=[CH:10][C:11]=1[O:12][CH2:13][CH2:14][O:15][CH3:16]. The catalyst class is: 7. (8) Reactant: Cl[CH2:2][O:3][C:4](=[O:31])[N:5]([C:28](=[O:30])[CH3:29])[CH2:6][C@@H:7]1[O:11][C:10](=[O:12])[N:9]([C:13]2[CH:18]=[CH:17][C:16]([CH:19]3[CH2:24][CH2:23][S:22](=[O:26])(=[O:25])[CH2:21][CH2:20]3)=[C:15]([F:27])[CH:14]=2)[CH2:8]1.[C:32]([O-:40])(=[O:39])[C:33]1[CH:38]=[CH:37][N:36]=[CH:35][CH:34]=1.[Cs+].[I-].[Na+].O. Product: [C:28]([N:5]([CH2:6][C@@H:7]1[O:11][C:10](=[O:12])[N:9]([C:13]2[CH:18]=[CH:17][C:16]([CH:19]3[CH2:24][CH2:23][S:22](=[O:26])(=[O:25])[CH2:21][CH2:20]3)=[C:15]([F:27])[CH:14]=2)[CH2:8]1)[C:4]([O:3][CH2:2][O:40][C:32](=[O:39])[C:33]1[CH:38]=[CH:37][N:36]=[CH:35][CH:34]=1)=[O:31])(=[O:30])[CH3:29]. The catalyst class is: 10. (9) Reactant: [C:1]([C:4]1[C:22](=[O:23])[C@@:8]2([CH3:24])[C:9]3[C:15]([OH:16])=[CH:14][C:13]([O:17][CH3:18])=[C:12]([C:19]([NH2:21])=[O:20])[C:10]=3[O:11][C:7]2=[CH:6][C:5]=1[OH:25])(=[O:3])[CH3:2].[Cl:26][C:27]1[CH:36]=[C:35]2[C:30]([CH:31]=[CH:32][C:33]([CH2:39][CH3:40])=[C:34]2[CH:37]=O)=[CH:29][CH:28]=1.C([SiH](CC)CC)C.FC(F)(F)C(O)=O. Product: [C:1]([C:4]1[C:22](=[O:23])[C@@:8]2([CH3:24])[C:9]3[C:15]([OH:16])=[CH:14][C:13]([O:17][CH3:18])=[C:12]([C:19]([NH:21][CH2:37][C:34]4[C:35]5[C:30](=[CH:29][CH:28]=[C:27]([Cl:26])[CH:36]=5)[CH:31]=[CH:32][C:33]=4[CH2:39][CH3:40])=[O:20])[C:10]=3[O:11][C:7]2=[CH:6][C:5]=1[OH:25])(=[O:3])[CH3:2]. The catalyst class is: 10.